From a dataset of NCI-60 drug combinations with 297,098 pairs across 59 cell lines. Regression. Given two drug SMILES strings and cell line genomic features, predict the synergy score measuring deviation from expected non-interaction effect. Drug 1: CCC1=CC2CC(C3=C(CN(C2)C1)C4=CC=CC=C4N3)(C5=C(C=C6C(=C5)C78CCN9C7C(C=CC9)(C(C(C8N6C)(C(=O)OC)O)OC(=O)C)CC)OC)C(=O)OC.C(C(C(=O)O)O)(C(=O)O)O. Drug 2: C1=NC2=C(N=C(N=C2N1C3C(C(C(O3)CO)O)F)Cl)N. Cell line: HT29. Synergy scores: CSS=68.6, Synergy_ZIP=0.459, Synergy_Bliss=1.45, Synergy_Loewe=-0.687, Synergy_HSA=1.41.